From a dataset of Catalyst prediction with 721,799 reactions and 888 catalyst types from USPTO. Predict which catalyst facilitates the given reaction. (1) Reactant: [CH3:1][S:2]([C:5]1[CH:10]=[CH:9][CH:8]=[C:7]([O:11][CH3:12])[CH:6]=1)(=[O:4])=[O:3].O.[Br:14]Br.[OH-].[Na+]. Product: [Br:14][C:10]1[CH:9]=[CH:8][C:7]([O:11][CH3:12])=[CH:6][C:5]=1[S:2]([CH3:1])(=[O:3])=[O:4]. The catalyst class is: 15. (2) Reactant: Cl[C:2]1[C:11]2[C:6](=[CH:7][C:8]([O:12][CH3:13])=[CH:9][CH:10]=2)[N:5]=[C:4]([C:14]([F:23])([F:22])[C:15]2[CH:20]=[CH:19][C:18]([F:21])=[CH:17][N:16]=2)[N:3]=1.[NH2:24][C:25]1[CH:29]=[C:28]([CH3:30])[N:27]([C:31]([O:33][C:34]([CH3:37])([CH3:36])[CH3:35])=[O:32])[N:26]=1.CCN(C(C)C)C(C)C. Product: [F:22][C:14]([F:23])([C:15]1[CH:20]=[CH:19][C:18]([F:21])=[CH:17][N:16]=1)[C:4]1[N:3]=[C:2]([NH:24][C:25]2[CH:29]=[C:28]([CH3:30])[N:27]([C:31]([O:33][C:34]([CH3:37])([CH3:36])[CH3:35])=[O:32])[N:26]=2)[C:11]2[C:6](=[CH:7][C:8]([O:12][CH3:13])=[CH:9][CH:10]=2)[N:5]=1. The catalyst class is: 3. (3) Reactant: [NH2:1][C:2]1[CH:29]=[CH:28][C:5]([O:6][C:7]2[C:12]3=[C:13]([CH3:27])[C:14]([C:16]([NH:18][CH2:19][CH2:20][N:21]4[CH2:26][CH2:25][O:24][CH2:23][CH2:22]4)=[O:17])=[CH:15][N:11]3[N:10]=[CH:9][N:8]=2)=[C:4]([F:30])[CH:3]=1.CCN(CC)CC.[F:38][C:39]1[CH:47]=[CH:46][C:45]([CH3:48])=[CH:44][C:40]=1[C:41]([Cl:43])=[O:42]. Product: [ClH:43].[F:30][C:4]1[CH:3]=[C:2]([NH:1][C:41](=[O:42])[C:40]2[CH:44]=[C:45]([CH3:48])[CH:46]=[CH:47][C:39]=2[F:38])[CH:29]=[CH:28][C:5]=1[O:6][C:7]1[C:12]2=[C:13]([CH3:27])[C:14]([C:16]([NH:18][CH2:19][CH2:20][N:21]3[CH2:26][CH2:25][O:24][CH2:23][CH2:22]3)=[O:17])=[CH:15][N:11]2[N:10]=[CH:9][N:8]=1. The catalyst class is: 1. (4) Reactant: BrC1C=CC=CC=1C[N:5]1[C:10]2[N:11]=[C:12](SC)[N:13]=[CH:14][C:9]=2[CH:8]=[CH:7][C:6]1=[O:17].O[O:23][S:24]([O-:26])=O.[K+].[CH3:28]O. Product: [CH3:28][S:24]([C:12]1[N:13]=[CH:14][C:9]2[CH:8]=[CH:7][C:6](=[O:17])[NH:5][C:10]=2[N:11]=1)(=[O:26])=[O:23]. The catalyst class is: 6. (5) Reactant: [Si]([O:8][C:9]1[CH:10]=[C:11]([CH:16]=[CH:17][C:18]=1[O:19][Si](C(C)(C)C)(C)C)[CH:12]=[CH:13][CH2:14][OH:15])(C(C)(C)C)(C)C.Cl. Product: [CH:16]1[C:11](/[CH:12]=[CH:13]/[CH:14]=[O:15])=[CH:10][C:9]([OH:8])=[C:18]([OH:19])[CH:17]=1. The catalyst class is: 177. (6) Reactant: C1COCC1.[O:6]=[C:7]1[NH:11][C:10]([C:12]([O:14]CC)=O)=[CH:9][O:8]1.[OH-].[Na+].O.Cl.CCN(C(C)C)C(C)C.CN(C(ON1N=NC2C=CC=NC1=2)=[N+](C)C)C.F[P-](F)(F)(F)(F)F.[NH2:54][C@H:55]([CH2:64][C:65]1[CH:70]=[CH:69][C:68]([C:71]2[CH:76]=[CH:75][CH:74]=[CH:73][C:72]=2[F:77])=[CH:67][CH:66]=1)[CH2:56][C@:57]([CH2:62][OH:63])([CH3:61])[C:58]([OH:60])=[O:59]. Product: [F:77][C:72]1[CH:73]=[CH:74][CH:75]=[CH:76][C:71]=1[C:68]1[CH:69]=[CH:70][C:65]([CH2:64][C@@H:55]([NH:54][C:12]([C:10]2[NH:11][C:7](=[O:6])[O:8][CH:9]=2)=[O:14])[CH2:56][C@:57]([CH2:62][OH:63])([CH3:61])[C:58]([OH:60])=[O:59])=[CH:66][CH:67]=1. The catalyst class is: 3. (7) Reactant: [O:1]=[C:2]1[CH2:5][CH:4]([NH:6][C:7](=[O:13])[O:8][C:9]([CH3:12])([CH3:11])[CH3:10])[CH2:3]1.[BH4-].[Na+]. Product: [OH:1][CH:2]1[CH2:3][CH:4]([NH:6][C:7](=[O:13])[O:8][C:9]([CH3:11])([CH3:10])[CH3:12])[CH2:5]1. The catalyst class is: 8. (8) Reactant: [CH3:1][C:2]1[CH:7]=[C:6]([CH3:8])[N:5]=[C:4]([N:9]2[CH2:16][CH:15]3[CH:11]([CH2:12][NH:13][CH2:14]3)[CH2:10]2)[N:3]=1.CC(O)=O.[CH3:21][C:22]1[CH:30]=[CH:29][C:25]([C:26](O)=[O:27])=[C:24]([N:31]2[N:35]=[CH:34][CH:33]=[N:32]2)[N:23]=1.CN(C(ON1N=NC2C=CC=NC1=2)=[N+](C)C)C.F[P-](F)(F)(F)(F)F.CCN(C(C)C)C(C)C. Product: [CH3:1][C:2]1[CH:7]=[C:6]([CH3:8])[N:5]=[C:4]([N:9]2[CH2:16][CH:15]3[CH2:14][N:13]([C:26]([C:25]4[C:24]([N:31]5[N:35]=[CH:34][CH:33]=[N:32]5)=[N:23][C:22]([CH3:21])=[CH:30][CH:29]=4)=[O:27])[CH2:12][CH:11]3[CH2:10]2)[N:3]=1. The catalyst class is: 3. (9) Reactant: [F:1][C:2]([F:22])([O:6][C:7]1[CH:8]=[C:9]([CH2:13][NH:14][C:15]2[CH:16]=[C:17]([OH:21])[CH:18]=[CH:19][CH:20]=2)[CH:10]=[CH:11][CH:12]=1)[CH:3]([F:5])[F:4].[F:23][C:24]([F:29])([F:28])[CH:25]1[O:27][CH2:26]1.FC(F)(F)S([O-])(=O)=O.[Yb+3].FC(F)(F)S([O-])(=O)=O.FC(F)(F)S([O-])(=O)=O.O. Product: [F:1][C:2]([F:22])([O:6][C:7]1[CH:8]=[C:9]([CH2:13][N:14]([CH2:26][CH:25]([OH:27])[C:24]([F:29])([F:28])[F:23])[C:15]2[CH:16]=[C:17]([OH:21])[CH:18]=[CH:19][CH:20]=2)[CH:10]=[CH:11][CH:12]=1)[CH:3]([F:4])[F:5]. The catalyst class is: 10. (10) Reactant: [Cl:1][C:2]1[N:10]=[C:9]2[C:5]([N:6]=[CH:7][N:8]2C2CCCCO2)=[C:4]([N:17]2[CH2:22][CH2:21][O:20][CH2:19][CH2:18]2)[N:3]=1.[Li]CCCC.[CH3:28][C:29]([CH3:31])=[O:30]. Product: [Cl:1][C:2]1[N:10]=[C:9]2[C:5]([N:6]=[C:7]([C:29]([OH:30])([CH3:31])[CH3:28])[NH:8]2)=[C:4]([N:17]2[CH2:18][CH2:19][O:20][CH2:21][CH2:22]2)[N:3]=1. The catalyst class is: 1.